From a dataset of Reaction yield outcomes from USPTO patents with 853,638 reactions. Predict the reaction yield, written as a fraction of the theoretical maximum amount of product (1.0 means a 100% yield; for example, 0.34 means a 34% yield). (1) The product is [Cl:1][C:2]1[CH:3]=[CH:4][C:5]([O:12][C:13]([F:16])([F:15])[F:14])=[C:6]([S:8]([NH:31][C:27]2[CH:28]=[N:29][CH:30]=[C:25]([C:22]3[CH:21]=[CH:20][C:19]([O:18][CH3:17])=[CH:24][CH:23]=3)[CH:26]=2)(=[O:10])=[O:9])[CH:7]=1. The catalyst is CN(C1C=CN=CC=1)C.N1C=CC=CC=1. The yield is 0.0300. The reactants are [Cl:1][C:2]1[CH:3]=[CH:4][C:5]([O:12][C:13]([F:16])([F:15])[F:14])=[C:6]([S:8](Cl)(=[O:10])=[O:9])[CH:7]=1.[CH3:17][O:18][C:19]1[CH:24]=[CH:23][C:22]([C:25]2[CH:26]=[C:27]([NH2:31])[CH:28]=[N:29][CH:30]=2)=[CH:21][CH:20]=1. (2) The catalyst is C(Cl)Cl. The reactants are [F:1][C:2]1[CH:33]=[CH:32][C:5]([C:6](/[N:8]=[C:9]2\[NH:10][C:11]3[CH:29]=[CH:28][C:27]([CH2:30]O)=[CH:26][C:12]=3[N:13]\2[C@H:14]2[CH2:19][CH2:18][C@@H:17]([C:20](=[O:25])[NH:21][CH:22]([CH3:24])[CH3:23])[CH2:16][CH2:15]2)=[O:7])=[CH:4][CH:3]=1.S(Cl)(Cl)=O.[NH:38]1[CH:42]=[N:41][CH:40]=[N:39]1.C(=O)([O-])[O-].[K+].[K+].[I-].[Na+]. The yield is 0.310. The product is [N:38]1([CH2:30][C:27]2[CH:28]=[CH:29][C:11]3[NH:10]/[C:9](=[N:8]\[C:6](=[O:7])[C:5]4[CH:4]=[CH:3][C:2]([F:1])=[CH:33][CH:32]=4)/[N:13]([C@H:14]4[CH2:15][CH2:16][C@@H:17]([C:20](=[O:25])[NH:21][CH:22]([CH3:24])[CH3:23])[CH2:18][CH2:19]4)[C:12]=3[CH:26]=2)[CH:42]=[N:41][CH:40]=[N:39]1. (3) The reactants are [CH2:1]([O:3][C:4]1[CH:9]=[CH:8][C:7]([S:10]([N:13]2[CH2:18][CH2:17][N:16]([CH2:19][CH2:20][OH:21])[CH2:15][CH2:14]2)(=[O:12])=[O:11])=[CH:6][C:5]=1[C:22]1[NH:27][C:26](=[O:28])[C:25]2=[C:29]([CH3:35])[N:30]=[C:31]([CH2:32][CH2:33][CH3:34])[N:24]2[N:23]=1)[CH3:2].[ClH:36]. The catalyst is CCOCC. The product is [ClH:36].[CH2:1]([O:3][C:4]1[CH:9]=[CH:8][C:7]([S:10]([N:13]2[CH2:18][CH2:17][N:16]([CH2:19][CH2:20][OH:21])[CH2:15][CH2:14]2)(=[O:12])=[O:11])=[CH:6][C:5]=1[C:22]1[NH:27][C:26](=[O:28])[C:25]2=[C:29]([CH3:35])[N:30]=[C:31]([CH2:32][CH2:33][CH3:34])[N:24]2[N:23]=1)[CH3:2]. The yield is 1.00.